Dataset: Peptide-MHC class I binding affinity with 185,985 pairs from IEDB/IMGT. Task: Regression. Given a peptide amino acid sequence and an MHC pseudo amino acid sequence, predict their binding affinity value. This is MHC class I binding data. The peptide sequence is SVKSFEIDK. The MHC is HLA-A68:01 with pseudo-sequence HLA-A68:01. The binding affinity (normalized) is 0.391.